From a dataset of Catalyst prediction with 721,799 reactions and 888 catalyst types from USPTO. Predict which catalyst facilitates the given reaction. (1) Reactant: [Br:1][C:2]1[C:10]([F:11])=[C:9]2[C:5]([CH:6]=[N:7][NH:8]2)=[CH:4][CH:3]=1.[C:12](=O)([O-])[O-].[K+].[K+].IC. Product: [Br:1][C:2]1[C:10]([F:11])=[C:9]2[C:5]([CH:6]=[N:7][N:8]2[CH3:12])=[CH:4][CH:3]=1. The catalyst class is: 23. (2) Reactant: C([Li])CCC.[CH:6]1([C:9]2[C:14]([C:15]3[CH:20]=[CH:19][C:18]([F:21])=[CH:17][CH:16]=3)=[C:13](I)[C:12]([O:23][CH2:24][CH3:25])=[C:11]([CH:26]3[O:30]CCO3)[CH:10]=2)[CH2:8][CH2:7]1.[F:31]N(S(C1C=CC=CC=1)(=O)=O)S(C1C=CC=CC=1)(=O)=O.O. Product: [CH:6]1([C:9]2[C:14]([C:15]3[CH:20]=[CH:19][C:18]([F:21])=[CH:17][CH:16]=3)=[C:13]([F:31])[C:12]([O:23][CH2:24][CH3:25])=[C:11]([CH:26]=[O:30])[CH:10]=2)[CH2:8][CH2:7]1. The catalyst class is: 56. (3) Reactant: [CH2:1]([C:4]1[CH:9]=[CH:8][C:7]([O:10]C)=[CH:6][CH:5]=1)[CH:2]=[CH2:3].B(Br)(Br)Br. Product: [CH2:1]([C:4]1[CH:9]=[CH:8][C:7]([OH:10])=[CH:6][CH:5]=1)[CH:2]=[CH2:3]. The catalyst class is: 4. (4) Reactant: C([Li])CCC.CCCCCC.[CH3:12][S:13]([NH:16][C:17]1[CH:18]=[C:19]2[C:24](=[CH:25][CH:26]=1)[CH2:23][N:22]([C:27]([O:29][C:30]([CH3:33])([CH3:32])[CH3:31])=[O:28])[CH2:21][CH2:20]2)(=[O:15])=[O:14].[CH3:34][C:35]([CH3:37])=[O:36].C(=O)(O)[O-].[Na+]. Product: [OH:36][C:35]([CH3:37])([CH3:34])[CH2:12][S:13]([NH:16][C:17]1[CH:18]=[C:19]2[C:24](=[CH:25][CH:26]=1)[CH2:23][N:22]([C:27]([O:29][C:30]([CH3:33])([CH3:32])[CH3:31])=[O:28])[CH2:21][CH2:20]2)(=[O:14])=[O:15]. The catalyst class is: 30. (5) Reactant: [O:1]=[C:2]1[N:6]([CH2:7][CH2:8][C:9]2[CH:10]=[C:11]3[C:15](=[CH:16][CH:17]=2)[NH:14][C:13](=[O:18])[C:12]3=O)[CH2:5][CH2:4][O:3]1.C(O)(C(F)(F)F)=O.[H][H]. Product: [O:1]=[C:2]1[N:6]([CH2:7][CH2:8][C:9]2[CH:10]=[C:11]3[C:15](=[CH:16][CH:17]=2)[NH:14][C:13](=[O:18])[CH2:12]3)[CH2:5][CH2:4][O:3]1. The catalyst class is: 285. (6) Product: [NH2:1][C:2]1[S:3][CH:13]=[C:12]([C:11]2[CH:16]=[C:17]([C:20]([CH3:21])([CH3:23])[CH3:22])[C:18]([OH:19])=[C:9]([C:5]([CH3:8])([CH3:7])[CH3:6])[CH:10]=2)[N:4]=1. Reactant: [NH2:1][C:2]([NH2:4])=[S:3].[C:5]([C:9]1[CH:10]=[C:11]([CH:16]=[C:17]([C:20]([CH3:23])([CH3:22])[CH3:21])[C:18]=1[OH:19])[C:12](=O)[CH2:13]Br)([CH3:8])([CH3:7])[CH3:6]. The catalyst class is: 21. (7) Reactant: [C:1]([NH:5][C:6](=[O:45])[C:7]1[CH:12]=[CH:11][C:10]([C:13]([F:16])([F:15])[F:14])=[N:9][C:8]=1[CH2:17][C@H:18]([OH:44])[C@H:19]([N:29](CC1C=CC=CC=1)CC1C=CC=CC=1)[CH2:20][C:21]1[CH:26]=[C:25]([F:27])[CH:24]=[CH:23][C:22]=1[F:28])([CH3:4])([CH3:3])[CH3:2].[NH4+].C([O-])=O. Product: [NH2:29][C@H:19]([CH2:20][C:21]1[CH:26]=[C:25]([F:27])[CH:24]=[CH:23][C:22]=1[F:28])[C@@H:18]([OH:44])[CH2:17][C:8]1[N:9]=[C:10]([C:13]([F:16])([F:14])[F:15])[CH:11]=[CH:12][C:7]=1[C:6]([NH:5][C:1]([CH3:2])([CH3:4])[CH3:3])=[O:45]. The catalyst class is: 838.